From a dataset of Full USPTO retrosynthesis dataset with 1.9M reactions from patents (1976-2016). Predict the reactants needed to synthesize the given product. (1) Given the product [C:18]1([C:27]2[CH:28]=[CH:29][CH:30]=[CH:31][CH:32]=2)[CH:23]=[CH:22][CH:21]=[CH:20][C:19]=1[C:2]1[CH:14]=[CH:13][C:12]2[C:11]3[C:6](=[CH:7][C:8]([Br:15])=[CH:9][CH:10]=3)[C:5]([CH3:17])([CH3:16])[C:4]=2[CH:3]=1, predict the reactants needed to synthesize it. The reactants are: Br[C:2]1[CH:14]=[CH:13][C:12]2[C:11]3[C:6](=[CH:7][C:8]([Br:15])=[CH:9][CH:10]=3)[C:5]([CH3:17])([CH3:16])[C:4]=2[CH:3]=1.[C:18]1([C:27]2[CH:32]=[CH:31][CH:30]=[CH:29][CH:28]=2)[CH:23]=[CH:22][CH:21]=[CH:20][C:19]=1B(O)O.C([O-])([O-])=O.[Na+].[Na+].CCO. (2) Given the product [C:20]([C:23]1[CH:24]=[C:25]([C:2]2[CH:3]=[C:4]3[C:17](=[CH:18][CH:19]=2)[O:16][CH2:15][C:11]2([CH2:14][O:13][CH2:12]2)[C:5]23[CH2:9][O:8][C:7]([NH2:10])=[N:6]2)[CH:26]=[N:27][CH:28]=1)#[C:21][CH3:22], predict the reactants needed to synthesize it. The reactants are: Br[C:2]1[CH:3]=[C:4]2[C:17](=[CH:18][CH:19]=1)[O:16][CH2:15][C:11]1([CH2:14][O:13][CH2:12]1)[C:5]12[CH2:9][O:8][C:7]([NH2:10])=[N:6]1.[C:20]([C:23]1[CH:24]=[C:25](B(O)O)[CH:26]=[N:27][CH:28]=1)#[C:21][CH3:22].C1(P(C2CCCCC2)C2C=CC=CC=2C2C(OC)=CC=CC=2OC)CCCCC1.[O-]P([O-])([O-])=O.[K+].[K+].[K+]. (3) The reactants are: Br[C:2]1[CH:3]=[C:4]([NH2:17])[C:5]([N:8]([CH2:13][CH:14]([CH3:16])[CH3:15])[CH2:9][CH:10]([CH3:12])[CH3:11])=[CH:6][CH:7]=1.[CH3:18][C:19]1([CH3:33])[CH2:24][O:23][B:22]([B:22]2[O:23][CH2:24][C:19]([CH3:33])([CH3:18])[CH2:20][O:21]2)[O:21][CH2:20]1.C([O-])(=O)C.[K+]. Given the product [CH3:18][C:19]1([CH3:33])[CH2:24][O:23][B:22]([C:2]2[CH:3]=[C:4]([NH2:17])[C:5]([N:8]([CH2:13][CH:14]([CH3:16])[CH3:15])[CH2:9][CH:10]([CH3:12])[CH3:11])=[CH:6][CH:7]=2)[O:21][CH2:20]1, predict the reactants needed to synthesize it.